This data is from Choline transporter screen with 302,306 compounds. The task is: Binary Classification. Given a drug SMILES string, predict its activity (active/inactive) in a high-throughput screening assay against a specified biological target. (1) The drug is S(CC(=O)NCC1CCCCC1)c1c(C(=O)N2CCC(CC2)C)cccc1. The result is 0 (inactive). (2) The molecule is O=C(Nc1ccc(cc1)C(=O)NNC(=O)CCc1ccccc1)C(C)C. The result is 0 (inactive). (3) The drug is Clc1cc2ncnc(Oc3ncc(NC(=O)COCC(O)=O)cc3)c2cc1. The result is 0 (inactive). (4) The molecule is Clc1c(NC(=O)CN(S(=O)(=O)C)c2ccccc2)cccc1Cl. The result is 0 (inactive). (5) The result is 0 (inactive). The drug is O1C(OCCCCO)CC(c2ccccc2)C=C1C(O)=O.